Dataset: CYP3A4 inhibition data for predicting drug metabolism from PubChem BioAssay. Task: Regression/Classification. Given a drug SMILES string, predict its absorption, distribution, metabolism, or excretion properties. Task type varies by dataset: regression for continuous measurements (e.g., permeability, clearance, half-life) or binary classification for categorical outcomes (e.g., BBB penetration, CYP inhibition). Dataset: cyp3a4_veith. (1) The compound is N#Cc1cccc(NC(=O)N2CCCC3(CCN(C(=O)c4cccc(F)c4)CC3)C2)c1. The result is 1 (inhibitor). (2) The molecule is O=C(N/N=C/c1ccc2c(c1)OCO2)/C(=C/c1ccc2c(c1)OCO2)NC(=O)c1ccccc1. The result is 1 (inhibitor). (3) The compound is COc1ccc(CC(=O)O/N=C(\N)Cc2ccc(OC)cc2)cc1. The result is 1 (inhibitor). (4) The molecule is O=c1cnc2cnc(Oc3cccc(Cl)c3)nc2n1C[C@H]1CCCO1. The result is 0 (non-inhibitor). (5) The molecule is Cc1c(C#N)c(=O)oc2ccc3ccccc3c12. The result is 1 (inhibitor). (6) The molecule is CS(=O)(=O)Nc1cccc(-c2nccc(-n3ccnc3)n2)c1. The result is 1 (inhibitor). (7) The result is 1 (inhibitor). The molecule is c1csc(CNc2nc(-c3ccoc3)nc3ccccc23)c1. (8) The compound is COCC(=O)N1CCC2(CCCN(Cc3nccs3)C2)CC1. The result is 0 (non-inhibitor). (9) The molecule is CCCOc1ccc(/C=C/C(=O)Nc2ccc([N+](=O)[O-])cc2C)cc1. The result is 0 (non-inhibitor). (10) The drug is CN1CCN(c2nc(-c3ccc4c(c3)OCO4)nc3ccccc23)CC1. The result is 1 (inhibitor).